Dataset: Forward reaction prediction with 1.9M reactions from USPTO patents (1976-2016). Task: Predict the product of the given reaction. (1) The product is: [CH3:60][O:59][C:57](=[O:58])[NH:56][CH:48]([C:47]([N:43]1[CH2:44][CH:45]([O:67][CH3:63])[CH2:46][CH:42]1[C:39]1[NH:38][C:37]([C:34]2[CH:35]=[CH:36][C:31]([C:26]3[CH:27]=[CH:28][C:23]4[C:24](=[CH:29][CH:30]=[C:21]([C:18]5[NH:17][C:16]([CH:12]6[CH2:13][CH2:14][CH2:15][N:11]6[C:123](=[O:125])[CH:122]([NH:121][C:119]([O:118][CH3:117])=[O:120])[C:126]6[CH:131]=[CH:130][CH:129]=[CH:128][CH:127]=6)=[N:20][CH:19]=5)[CH:22]=4)[CH:25]=3)=[CH:32][CH:33]=2)=[CH:41][N:40]=1)=[O:61])[CH:50]([CH3:55])[CH3:51]. Given the reactants COC(=O)NC(C([N:11]1[CH2:15][CH2:14][CH2:13][CH:12]1[C:16]1[NH:17][C:18]([C:21]2[CH:30]=[CH:29][C:28]3[C:23](=[CH:24][CH:25]=[C:26]([C:31]4[CH:36]=[CH:35][C:34]([C:37]5[NH:38][C:39]([CH:42]6[CH2:46][CH2:45][CH2:44][N:43]6[C:47](=[O:61])[C:48]([NH:56][C:57]([O:59][CH3:60])=[O:58])([C:50]6[CH:55]=CC=C[CH:51]=6)C)=[N:40][CH:41]=5)=[CH:33][CH:32]=4)[CH:27]=3)[CH:22]=2)=[CH:19][N:20]=1)=O)C(C)C.[C:63]([O:67]C(N1CCCC1C1NC(C2C=CC(C3C=CC4C(=CC=C(C5NC(C6CCCN6C(=O)C(NC(OC)=O)C(C)C)=NC=5)C=4)C=3)=CC=2)=CN=1)=O)(C)(C)C.[CH3:117][O:118][C:119]([NH:121][CH:122]([C:126]1[CH:131]=[CH:130][CH:129]=[CH:128][CH:127]=1)[C:123]([OH:125])=O)=[O:120].COC(NC(C1C=CC=CC=1)(C)C(O)=O)=O, predict the reaction product. (2) Given the reactants C([Li])CCC.[C:6]1([C:12]([N:21]([CH3:30])[C@@H:22](C2C=CC=CC=2)C)([C:15]2C=CC=CC=2)[PH2]=O)[CH:11]=[CH:10][CH:9]=[CH:8][CH:7]=1.[Cl:31][C:32]1[CH:37]=[CH:36][C:35]([C:38]([C:40]2[CH:41]=[N:42][C:43]([C:46]3[C:47]([CH3:70])=[N:48][N:49]([C:51]([C:64]4[CH:69]=[CH:68][CH:67]=[CH:66][CH:65]=4)([C:58]4[CH:63]=[CH:62][CH:61]=[CH:60][CH:59]=4)[C:52]4[CH:57]=[CH:56][CH:55]=[CH:54][CH:53]=4)[CH:50]=3)=[CH:44][CH:45]=2)=O)=[CH:34][CH:33]=1, predict the reaction product. The product is: [Cl:31][C:32]1[CH:37]=[CH:36][C:35]([C:38]([C:40]2[CH:41]=[N:42][C:43]([C:46]3[C:47]([CH3:70])=[N:48][N:49]([C:51]([C:64]4[CH:69]=[CH:68][CH:67]=[CH:66][CH:65]=4)([C:58]4[CH:63]=[CH:62][CH:61]=[CH:60][CH:59]=4)[C:52]4[CH:57]=[CH:56][CH:55]=[CH:54][CH:53]=4)[CH:50]=3)=[CH:44][CH:45]=2)=[CH:30][N:21]([CH3:22])[CH:12]([C:6]2[CH:11]=[CH:10][CH:9]=[CH:8][CH:7]=2)[CH3:15])=[CH:34][CH:33]=1. (3) Given the reactants [CH3:1][O:2][C:3]1[CH:4]=[C:5]2[C:10](=[CH:11][C:12]=1[O:13][CH3:14])[N:9]=[CH:8][CH:7]=[C:6]2[O:15][C:16]1[CH:22]=[CH:21][C:19]([NH2:20])=[CH:18][C:17]=1[CH3:23].C(N(C(C)C)CC)(C)C.ClC(Cl)(O[C:37](=[O:43])OC(Cl)(Cl)Cl)Cl.[NH2:45][C:46]1[S:47][C:48]([CH3:51])=[N:49][N:50]=1, predict the reaction product. The product is: [CH3:1][O:2][C:3]1[CH:4]=[C:5]2[C:10](=[CH:11][C:12]=1[O:13][CH3:14])[N:9]=[CH:8][CH:7]=[C:6]2[O:15][C:16]1[CH:22]=[CH:21][C:19]([NH:20][C:37]([NH:45][C:46]2[S:47][C:48]([CH3:51])=[N:49][N:50]=2)=[O:43])=[CH:18][C:17]=1[CH3:23]. (4) Given the reactants [CH2:1]([C@@H:3]1[N:9]([C:10]([CH:12]2[CH2:17][CH2:16][O:15][CH2:14][CH2:13]2)=[O:11])[CH2:8][C:7]2[CH:18]=[CH:19][C:20]([C:22]([O:24]C)=O)=[CH:21][C:6]=2[O:5][CH2:4]1)[CH3:2].[NH2:26][OH:27].[OH-].[Na+], predict the reaction product. The product is: [CH2:1]([C@@H:3]1[N:9]([C:10]([CH:12]2[CH2:17][CH2:16][O:15][CH2:14][CH2:13]2)=[O:11])[CH2:8][C:7]2[CH:18]=[CH:19][C:20]([C:22]([NH:26][OH:27])=[O:24])=[CH:21][C:6]=2[O:5][CH2:4]1)[CH3:2]. (5) Given the reactants C([O:8][N:9]1[C:14]2[N:15]=[CH:16][N:17]=[C:18]([CH3:19])[C:13]=2[C:12]([NH:20][CH2:21][C:22]2[CH:23]=[N:24][C:25]([O:28][C:29]3[CH:34]=[CH:33][CH:32]=[CH:31][CH:30]=3)=[CH:26][CH:27]=2)=[CH:11][C:10]1=[O:35])C1C=CC=CC=1.CO.[H][H], predict the reaction product. The product is: [OH:8][N:9]1[C:14]2[N:15]=[CH:16][N:17]=[C:18]([CH3:19])[C:13]=2[C:12]([NH:20][CH2:21][C:22]2[CH:23]=[N:24][C:25]([O:28][C:29]3[CH:30]=[CH:31][CH:32]=[CH:33][CH:34]=3)=[CH:26][CH:27]=2)=[CH:11][C:10]1=[O:35]. (6) Given the reactants [CH2:1]([C:3]1[CH:7]=[C:6]([CH2:8][CH3:9])[N:5]([C:10]2[CH:15]=[CH:14][C:13]([O:16]C)=[CH:12][CH:11]=2)[N:4]=1)[CH3:2].B(Br)(Br)Br, predict the reaction product. The product is: [CH2:1]([C:3]1[CH:7]=[C:6]([CH2:8][CH3:9])[N:5]([C:10]2[CH:11]=[CH:12][C:13]([OH:16])=[CH:14][CH:15]=2)[N:4]=1)[CH3:2]. (7) The product is: [F:1][C:2]1[CH:18]=[CH:17][C:16]([O:19][C:20]([F:23])([F:21])[F:22])=[CH:15][C:3]=1[C:4]([NH:6][C:7]1[CH:12]=[CH:11][NH:10][C:9](=[O:13])[CH:8]=1)=[O:5]. Given the reactants [F:1][C:2]1[CH:18]=[CH:17][C:16]([O:19][C:20]([F:23])([F:22])[F:21])=[CH:15][C:3]=1[C:4]([NH:6][C:7]1[CH:12]=[CH:11][N:10]=[C:9]([O:13]C)[CH:8]=1)=[O:5].[Si](I)(C)(C)C, predict the reaction product. (8) The product is: [CH:1]1([N:6]2[C:11]3=[N:12][C:13]([NH:28][C:25]4[CH:26]=[CH:27][C:22]([O:21][CH3:20])=[CH:23][CH:24]=4)=[N:14][CH:15]=[C:10]3[CH2:9][NH:8][C:7]2=[O:19])[CH2:5][CH2:4][CH2:3][CH2:2]1. Given the reactants [CH:1]1([N:6]2[C:11]3=[N:12][C:13](S(C)=O)=[N:14][CH:15]=[C:10]3[CH2:9][NH:8][C:7]2=[O:19])[CH2:5][CH2:4][CH2:3][CH2:2]1.[CH3:20][O:21][C:22]1[CH:27]=[CH:26][C:25]([NH2:28])=[CH:24][CH:23]=1.CS(C)=O, predict the reaction product. (9) Given the reactants [CH:1]12[CH2:7][CH:4]([CH2:5][CH2:6]1)[CH2:3][CH:2]2[C:8]1[NH:12][C:11]2[C:13]([O:33]C)=[CH:14][CH:15]=[C:16]([C:17]([NH:19][C@H:20]3[CH2:25][CH2:24][CH2:23][N:22](C(OC(C)(C)C)=O)[CH2:21]3)=[O:18])[C:10]=2[N:9]=1.B(Br)(Br)Br, predict the reaction product. The product is: [CH:1]12[CH2:7][CH:4]([CH2:5][CH2:6]1)[CH2:3][CH:2]2[C:8]1[NH:12][C:11]2[C:13]([OH:33])=[CH:14][CH:15]=[C:16]([C:17]([NH:19][C@H:20]3[CH2:25][CH2:24][CH2:23][NH:22][CH2:21]3)=[O:18])[C:10]=2[N:9]=1. (10) Given the reactants [Cl:1][C:2]1[C:3]([OH:26])=[C:4]([CH2:12][N:13]2[CH2:18][CH2:17][N:16]([C:19]([O:21][C:22]([CH3:25])([CH3:24])[CH3:23])=[O:20])[CH2:15][CH2:14]2)[C:5]2[O:9][CH2:8][C:7](=[O:10])[C:6]=2[CH:11]=1.[CH3:27][C:28]1[N:33]=[C:32]2[NH:34][CH:35]=[C:36]([CH:37]=O)[C:31]2=[CH:30][CH:29]=1, predict the reaction product. The product is: [Cl:1][C:2]1[C:3]([OH:26])=[C:4]([CH2:12][N:13]2[CH2:18][CH2:17][N:16]([C:19]([O:21][C:22]([CH3:23])([CH3:25])[CH3:24])=[O:20])[CH2:15][CH2:14]2)[C:5]2[O:9]/[C:8](=[CH:37]\[C:36]3[C:31]4[C:32](=[N:33][C:28]([CH3:27])=[CH:29][CH:30]=4)[NH:34][CH:35]=3)/[C:7](=[O:10])[C:6]=2[CH:11]=1.